From a dataset of Catalyst prediction with 721,799 reactions and 888 catalyst types from USPTO. Predict which catalyst facilitates the given reaction. (1) Reactant: Br[C:2]1[CH:3]=[C:4]([NH:14][C:15]([CH:17]2[CH2:21][CH2:20][C:19](=[O:22])[N:18]2[CH:23]2[CH2:28][CH2:27][N:26]([CH2:29][C:30]3[CH:35]=[CH:34][C:33]([Cl:36])=[C:32]([CH3:37])[CH:31]=3)[CH2:25][CH2:24]2)=[O:16])[CH:5]=[C:6]([C:8]2[N:12]([CH3:13])[N:11]=[N:10][N:9]=2)[CH:7]=1.C(N(CC)CC)C.CN([CH:48]=[O:49])C.[CH3:50][OH:51]. Product: [CH3:50][O:51][C:48](=[O:49])[C:2]1[CH:7]=[C:6]([C:8]2[N:12]([CH3:13])[N:11]=[N:10][N:9]=2)[CH:5]=[C:4]([NH:14][C:15]([CH:17]2[CH2:21][CH2:20][C:19](=[O:22])[N:18]2[CH:23]2[CH2:28][CH2:27][N:26]([CH2:29][C:30]3[CH:35]=[CH:34][C:33]([Cl:36])=[C:32]([CH3:37])[CH:31]=3)[CH2:25][CH2:24]2)=[O:16])[CH:3]=1. The catalyst class is: 140. (2) Reactant: [Cl:1][C:2]1[CH:7]=[C:6]([C:8](Cl)=[O:9])[CH:5]=[C:4]([Cl:11])[N:3]=1.[F:12][C:13]1[CH:14]=[C:15]2[C:19](=[CH:20][CH:21]=1)[NH:18][CH2:17][CH2:16]2.[OH-].[Na+].C(=O)([O-])O.[Na+]. Product: [Cl:1][C:2]1[CH:7]=[C:6]([C:8]([N:18]2[C:19]3[C:15](=[CH:14][C:13]([F:12])=[CH:21][CH:20]=3)[CH2:16][CH2:17]2)=[O:9])[CH:5]=[C:4]([Cl:11])[N:3]=1. The catalyst class is: 2. (3) Product: [Br:1][C:2]1[CH:3]=[C:4]([N:8]2[C:12]3=[N:13][C:14]([O:23][CH3:22])=[CH:15][CH:16]=[C:11]3[C:10]([C:18]([OH:20])=[O:19])=[N:9]2)[CH:5]=[CH:6][CH:7]=1. The catalyst class is: 3. Reactant: [Br:1][C:2]1[CH:3]=[C:4]([N:8]2[C:12]3=[N:13][C:14](Cl)=[CH:15][CH:16]=[C:11]3[C:10]([C:18]([O:20]C)=[O:19])=[N:9]2)[CH:5]=[CH:6][CH:7]=1.[CH3:22][O-:23].[Na+].CO.Cl. (4) Reactant: I[C:2]1[CH:3]=[CH:4][C:5]2[N:6]([CH:8]=[C:9]([NH:11][C:12]([C:14]3[CH:19]=[CH:18][C:17]([C:20]([CH3:26])([CH3:25])[C:21]([O:23][CH3:24])=[O:22])=[CH:16][CH:15]=3)=[O:13])[N:10]=2)[CH:7]=1.[S:27]1[CH:31]=[CH:30][C:29](B(O)O)=[CH:28]1.C(=O)([O-])[O-].[Na+].[Na+]. Product: [CH3:25][C:20]([C:17]1[CH:18]=[CH:19][C:14]([C:12](=[O:13])[NH:11][C:9]2[N:10]=[C:5]3[CH:4]=[CH:3][C:2]([C:29]4[CH:30]=[CH:31][S:27][CH:28]=4)=[CH:7][N:6]3[CH:8]=2)=[CH:15][CH:16]=1)([CH3:26])[C:21]([O:23][CH3:24])=[O:22]. The catalyst class is: 108. (5) Reactant: C([O:4][CH2:5][C:6]([CH3:23])([CH3:22])[CH2:7][N:8]1[CH:17]=[C:16]([CH:18]=[O:19])[C:15]2[C:10](=[CH:11][CH:12]=[C:13](Br)[CH:14]=2)[C:9]1=[O:21])(=O)C.[CH:24]1([NH:27][C:28](=[O:46])[C:29]2[CH:34]=[C:33](B3OC(C)(C)C(C)(C)O3)[C:32]([CH3:44])=[C:31]([F:45])[CH:30]=2)[CH2:26][CH2:25]1.C(=O)([O-])[O-].[K+].[K+].CO. Product: [CH:24]1([NH:27][C:28](=[O:46])[C:29]2[CH:34]=[C:33]([C:13]3[CH:14]=[C:15]4[C:10](=[CH:11][CH:12]=3)[C:9](=[O:21])[N:8]([CH2:7][C:6]([CH3:22])([CH3:23])[CH2:5][OH:4])[CH:17]=[C:16]4[CH:18]=[O:19])[C:32]([CH3:44])=[C:31]([F:45])[CH:30]=2)[CH2:25][CH2:26]1. The catalyst class is: 18. (6) Reactant: [C:1]([O:5][CH:6]([C:10]1[N:14]([CH3:15])[N:13]=[C:12]([C:16]2[CH2:20][CH2:19][CH2:18][CH:17]=2)[C:11]=1[C:21]1[CH:22]=[CH:23][C:24]2[O:29][CH2:28][CH2:27][CH2:26][C:25]=2[CH:30]=1)[C:7]([OH:9])=[O:8])([CH3:4])([CH3:3])[CH3:2]. Product: [C:1]([O:5][CH:6]([C:10]1[N:14]([CH3:15])[N:13]=[C:12]([CH:16]2[CH2:20][CH2:19][CH2:18][CH2:17]2)[C:11]=1[C:21]1[CH:22]=[CH:23][C:24]2[O:29][CH2:28][CH2:27][CH2:26][C:25]=2[CH:30]=1)[C:7]([OH:9])=[O:8])([CH3:4])([CH3:2])[CH3:3]. The catalyst class is: 43. (7) Reactant: [C:1]([O:5][C:6]([N:8]1[CH2:13][CH2:12][CH:11]([N:14]([CH2:24][C:25]2[CH:33]=[CH:32][C:28]([C:29]([OH:31])=O)=[CH:27][CH:26]=2)[CH2:15][CH2:16][C:17]2[CH:22]=[CH:21][C:20]([Cl:23])=[CH:19][CH:18]=2)[CH2:10][CH2:9]1)=[O:7])([CH3:4])([CH3:3])[CH3:2].CCN(C(C)C)C(C)C.[CH3:43][S:44]([NH2:47])(=[O:46])=[O:45].CN(C(F)=[N+](C)C)C.F[P-](F)(F)(F)(F)F. The catalyst class is: 124. Product: [C:1]([O:5][C:6]([N:8]1[CH2:13][CH2:12][CH:11]([N:14]([CH2:15][CH2:16][C:17]2[CH:22]=[CH:21][C:20]([Cl:23])=[CH:19][CH:18]=2)[CH2:24][C:25]2[CH:26]=[CH:27][C:28]([C:29](=[O:31])[NH:47][S:44]([CH3:43])(=[O:46])=[O:45])=[CH:32][CH:33]=2)[CH2:10][CH2:9]1)=[O:7])([CH3:3])([CH3:4])[CH3:2].